From a dataset of Catalyst prediction with 721,799 reactions and 888 catalyst types from USPTO. Predict which catalyst facilitates the given reaction. (1) Reactant: C(OCC)(=O)CC([O:5][CH:6]1[CH2:11][CH2:10][N:9]([C:12](=[O:19])[CH2:13][C:14]([O:16][CH2:17][CH3:18])=[O:15])[CH2:8][CH2:7]1)=O.CC[O-].[Na+].[NH4+].[Cl-]. Product: [OH:5][CH:6]1[CH2:11][CH2:10][N:9]([C:12](=[O:19])[CH2:13][C:14]([O:16][CH2:17][CH3:18])=[O:15])[CH2:8][CH2:7]1. The catalyst class is: 14. (2) Reactant: C(N(CC)CC)C.ClC(OCC)=O.[Cl:14][C@H:15]1[C@H:19]([CH2:20]/[CH:21]=[CH:22]\[CH2:23][CH2:24][CH2:25][C:26]([OH:28])=[O:27])[C@@H:18]([CH2:29][O:30][C:31]2[CH:36]=[C:35]([Cl:37])[CH:34]=[C:33]([Cl:38])[CH:32]=2)[C@H:17]([OH:39])[CH2:16]1.O[CH2:41][CH2:42][N:43]1[CH2:48][CH2:47][O:46][CH2:45][CH2:44]1. Product: [N:43]1([CH2:42][CH2:41][O:27][C:26](=[O:28])[CH2:25][CH2:24][CH2:23]/[CH:22]=[CH:21]\[CH2:20][C@H:19]2[C@H:15]([Cl:14])[CH2:16][C@@H:17]([OH:39])[C@@H:18]2[CH2:29][O:30][C:31]2[CH:32]=[C:33]([Cl:38])[CH:34]=[C:35]([Cl:37])[CH:36]=2)[CH2:48][CH2:47][O:46][CH2:45][CH2:44]1. The catalyst class is: 2. (3) Reactant: [NH2:1][CH2:2][CH2:3][C:4]1[CH:46]=[CH:45][CH:44]=[CH:43][C:5]=1[O:6][CH2:7][CH2:8][O:9][CH:10]1[CH:15]([C:16]2[CH:21]=[CH:20][C:19]([O:22][CH2:23][CH2:24][CH2:25][O:26][CH2:27][C:28]3[CH:33]=[CH:32][CH:31]=[CH:30][C:29]=3[O:34][CH3:35])=[CH:18][CH:17]=2)[CH2:14][CH2:13][N:12]([C:36]([O:38][C:39]([CH3:42])([CH3:41])[CH3:40])=[O:37])[CH2:11]1.C(N(CC)CC)C.[CH3:54][S:55](Cl)(=[O:57])=[O:56]. Product: [CH3:54][S:55]([NH:1][CH2:2][CH2:3][C:4]1[CH:46]=[CH:45][CH:44]=[CH:43][C:5]=1[O:6][CH2:7][CH2:8][O:9][CH:10]1[CH:15]([C:16]2[CH:17]=[CH:18][C:19]([O:22][CH2:23][CH2:24][CH2:25][O:26][CH2:27][C:28]3[CH:33]=[CH:32][CH:31]=[CH:30][C:29]=3[O:34][CH3:35])=[CH:20][CH:21]=2)[CH2:14][CH2:13][N:12]([C:36]([O:38][C:39]([CH3:41])([CH3:42])[CH3:40])=[O:37])[CH2:11]1)(=[O:57])=[O:56]. The catalyst class is: 4. (4) Reactant: [CH2:1]([O:3][C:4](=[O:18])[CH2:5][CH:6]1[O:10][B:9]([OH:11])[C:8]2[CH:12]=[C:13]([OH:17])[CH:14]=[C:15]([CH3:16])[C:7]1=2)[CH3:2].C(=O)([O-])[O-].[Cs+].[Cs+].Cl[C:26]1[S:30][C:29]([C:31]([NH2:33])=[O:32])=[N:28][N:27]=1. Product: [C:31]([C:29]1[S:30][C:26]([O:17][C:13]2[CH:14]=[C:15]([CH3:16])[C:7]3[CH:6]([CH2:5][C:4]([O:3][CH2:1][CH3:2])=[O:18])[O:10][B:9]([OH:11])[C:8]=3[CH:12]=2)=[N:27][N:28]=1)(=[O:32])[NH2:33]. The catalyst class is: 3. (5) Reactant: [N:1]1([C:7]2[N:15]=[C:14]3[C:10]([NH:11][CH:12]=[N:13]3)=[C:9]([C:16]3[CH:21]=[CH:20][CH:19]=[C:18]([O:22]CC4C=CC=CC=4)[CH:17]=3)[N:8]=2)[CH2:6][CH2:5][O:4][CH2:3][CH2:2]1. Product: [N:1]1([C:7]2[N:15]=[C:14]3[C:10]([NH:11][CH:12]=[N:13]3)=[C:9]([C:16]3[CH:17]=[C:18]([OH:22])[CH:19]=[CH:20][CH:21]=3)[N:8]=2)[CH2:2][CH2:3][O:4][CH2:5][CH2:6]1. The catalyst class is: 403. (6) Reactant: [C:1]1(B(O)O)[CH:6]=[CH:5][CH:4]=[CH:3][CH:2]=1.[C:10]1(Cl)[CH:15]=[CH:14][CH:13]=[CH:12][CH:11]=1. Product: [C:1]1([C:10]2[CH:15]=[CH:14][CH:13]=[CH:12][CH:11]=2)[CH:6]=[CH:5][CH:4]=[CH:3][CH:2]=1. The catalyst class is: 102.